This data is from Forward reaction prediction with 1.9M reactions from USPTO patents (1976-2016). The task is: Predict the product of the given reaction. The product is: [I:21][C:15]1[N:16]=[C:17]([NH2:20])[C:18]2[N:19]=[C:2]([NH:26][CH2:22][CH2:23][CH2:24][CH3:25])[N:3]([C:13]=2[N:14]=1)[C@@H:4]1[O:12][C@H:9]([CH2:10][OH:11])[C@@H:7]([OH:8])[C@H:5]1[OH:6]. Given the reactants Br[C:2]1[N:3]([C:13]2[N:14]=[C:15]([I:21])[N:16]=[C:17]([NH2:20])[C:18]=2[N:19]=1)[C@@H:4]1[O:12][C@H:9]([CH2:10][OH:11])[C@@H:7]([OH:8])[C@H:5]1[OH:6].[CH2:22]([NH2:26])[CH2:23][CH2:24][CH3:25].O.CO, predict the reaction product.